This data is from Reaction yield outcomes from USPTO patents with 853,638 reactions. The task is: Predict the reaction yield, written as a fraction of the theoretical maximum amount of product (1.0 means a 100% yield; for example, 0.34 means a 34% yield). (1) The reactants are [CH3:1][O:2][CH2:3][C:4]1[CH:5]=[CH:6][C:7]([NH:10][C:11]2[S:12][C:13]([S:16][C:17]#N)=[CH:14][N:15]=2)=[N:8][CH:9]=1.SC[C@H]([C@@H](CS)O)O.ClC1[CH:33]=[CH:32][N:31]=[C:30]([C:34]([O:36][CH3:37])=[O:35])[C:29]=1[F:38].[OH-].[Na+]. The catalyst is CO. The product is [F:38][C:29]1[C:30]([C:34]([O:36][CH3:37])=[O:35])=[N:31][CH:32]=[CH:33][C:17]=1[S:16][C:13]1[S:12][C:11]([NH:10][C:7]2[CH:6]=[CH:5][C:4]([CH2:3][O:2][CH3:1])=[CH:9][N:8]=2)=[N:15][CH:14]=1. The yield is 0.390. (2) The reactants are [CH2:1]([O:8][C:9](=[O:18])[C:10]1[CH:15]=[CH:14][C:13](Br)=[C:12]([CH3:17])[CH:11]=1)[C:2]1[CH:7]=[CH:6][CH:5]=[CH:4][CH:3]=1.[C:19]([O:23][CH3:24])(=[O:22])[CH:20]=[CH2:21].C(N(C(C)C)CC)(C)C. No catalyst specified. The product is [CH2:1]([O:8][C:9](=[O:18])[C:10]1[CH:15]=[CH:14][C:13]([CH:21]=[CH:20][C:19]([O:23][CH3:24])=[O:22])=[C:12]([CH3:17])[CH:11]=1)[C:2]1[CH:7]=[CH:6][CH:5]=[CH:4][CH:3]=1. The yield is 0.847.